This data is from NCI-60 drug combinations with 297,098 pairs across 59 cell lines. The task is: Regression. Given two drug SMILES strings and cell line genomic features, predict the synergy score measuring deviation from expected non-interaction effect. Drug 1: C1CCC(CC1)NC(=O)N(CCCl)N=O. Drug 2: CN1C2=C(C=C(C=C2)N(CCCl)CCCl)N=C1CCCC(=O)O.Cl. Cell line: SW-620. Synergy scores: CSS=18.7, Synergy_ZIP=-9.92, Synergy_Bliss=-4.02, Synergy_Loewe=-13.1, Synergy_HSA=-6.75.